From a dataset of Catalyst prediction with 721,799 reactions and 888 catalyst types from USPTO. Predict which catalyst facilitates the given reaction. (1) Reactant: [Cl:1][C:2]1[CH:7]=[CH:6][N:5]=[C:4]2[CH:8]=[C:9]([C:11]([N:13]([CH2:15][CH2:16][OH:17])[CH3:14])=[O:12])[S:10][C:3]=12.[Si:18](Cl)([C:21]([CH3:24])([CH3:23])[CH3:22])([CH3:20])[CH3:19].CCN(CC)CC. Product: [Si:18]([O:17][CH2:16][CH2:15][N:13]([CH3:14])[C:11]([C:9]1[S:10][C:3]2[C:4](=[N:5][CH:6]=[CH:7][C:2]=2[Cl:1])[CH:8]=1)=[O:12])([C:21]([CH3:24])([CH3:23])[CH3:22])([CH3:20])[CH3:19]. The catalyst class is: 2. (2) Reactant: Cl[C:2]1[N:7]=[CH:6][C:5]([C:8]([C:10]2[CH:26]=[CH:25][C:24]([O:27][CH3:28])=[CH:23][C:11]=2[O:12][C:13]([CH3:22])([CH3:21])[C:14]([O:16][C:17]([CH3:20])([CH3:19])[CH3:18])=[O:15])=[O:9])=[CH:4][CH:3]=1.[CH2:29]([OH:36])[C:30]1[CH:35]=[CH:34][CH:33]=[CH:32][CH:31]=1.[H-].[Na+].[Cl-].[NH4+]. Product: [CH2:29]([O:36][C:2]1[N:7]=[CH:6][C:5]([C:8]([C:10]2[CH:26]=[CH:25][C:24]([O:27][CH3:28])=[CH:23][C:11]=2[O:12][C:13]([CH3:22])([CH3:21])[C:14]([O:16][C:17]([CH3:20])([CH3:19])[CH3:18])=[O:15])=[O:9])=[CH:4][CH:3]=1)[C:30]1[CH:35]=[CH:34][CH:33]=[CH:32][CH:31]=1. The catalyst class is: 9.